This data is from Full USPTO retrosynthesis dataset with 1.9M reactions from patents (1976-2016). The task is: Predict the reactants needed to synthesize the given product. (1) Given the product [Br:20][C:21]1[CH:28]=[CH:27][C:26]([O:29][C:2]2[CH:9]=[CH:8][C:5]([C:6]#[N:7])=[C:4]([O:10][CH2:11][CH2:12][O:13][CH:14]3[CH2:19][CH2:18][CH2:17][CH2:16][O:15]3)[N:3]=2)=[CH:25][C:22]=1[CH:23]=[O:24], predict the reactants needed to synthesize it. The reactants are: Cl[C:2]1[CH:9]=[CH:8][C:5]([C:6]#[N:7])=[C:4]([O:10][CH2:11][CH2:12][O:13][CH:14]2[CH2:19][CH2:18][CH2:17][CH2:16][O:15]2)[N:3]=1.[Br:20][C:21]1[CH:28]=[CH:27][C:26]([OH:29])=[CH:25][C:22]=1[CH:23]=[O:24].C(=O)([O-])[O-].[K+].[K+]. (2) Given the product [CH2:1]([S:3]([C:5]1[CH:12]=[CH:11][C:10]([N+:13]([O-:15])=[O:14])=[CH:9][C:6]=1[C:7]#[N:8])(=[O:31])=[O:34])[CH3:2], predict the reactants needed to synthesize it. The reactants are: [CH2:1]([SH:3])[CH3:2].F[C:5]1[CH:12]=[CH:11][C:10]([N+:13]([O-:15])=[O:14])=[CH:9][C:6]=1[C:7]#[N:8].C(N(CC)CC)C.C1C=C(Cl)C=C(C(OO)=[O:31])C=1.[OH2:34]. (3) Given the product [C:1]([O:5][C:6]([N:8]([CH2:19][CH2:20][C:21]1[CH:26]=[CH:25][C:24]([S:27]([C:30]2[CH:31]=[C:32]([CH:38]=[CH:39][CH:40]=2)[C:33]([OH:35])=[O:34])(=[O:28])=[O:29])=[CH:23][CH:22]=1)[CH2:9][C@@H:10]([C:12]1[CH:17]=[CH:16][CH:15]=[C:14]([Cl:18])[CH:13]=1)[OH:11])=[O:7])([CH3:4])([CH3:2])[CH3:3], predict the reactants needed to synthesize it. The reactants are: [C:1]([O:5][C:6]([N:8]([CH2:19][CH2:20][C:21]1[CH:26]=[CH:25][C:24]([S:27]([C:30]2[CH:31]=[C:32]([CH:38]=[CH:39][CH:40]=2)[C:33]([O:35]CC)=[O:34])(=[O:29])=[O:28])=[CH:23][CH:22]=1)[CH2:9][C@@H:10]([C:12]1[CH:17]=[CH:16][CH:15]=[C:14]([Cl:18])[CH:13]=1)[OH:11])=[O:7])([CH3:4])([CH3:3])[CH3:2].[OH-].[Na+].C(O)(=O)CC(CC(O)=O)(C(O)=O)O. (4) Given the product [Si:13]([O:20][C:21]([C:24]1[N:25]=[CH:26][C:27]([C:2]2[S:6][C:5]([N+:7]([O-:9])=[O:8])=[C:4]([C:10]([NH2:12])=[O:11])[CH:3]=2)=[CH:28][CH:29]=1)([CH3:23])[CH3:22])([C:16]([CH3:17])([CH3:18])[CH3:19])([CH3:15])[CH3:14], predict the reactants needed to synthesize it. The reactants are: Br[C:2]1[S:6][C:5]([N+:7]([O-:9])=[O:8])=[C:4]([C:10]([NH2:12])=[O:11])[CH:3]=1.[Si:13]([O:20][C:21]([C:24]1[CH:29]=[CH:28][C:27](B2OC(C)(C)C(C)(C)O2)=[CH:26][N:25]=1)([CH3:23])[CH3:22])([C:16]([CH3:19])([CH3:18])[CH3:17])([CH3:15])[CH3:14].C1COCC1.C([O-])([O-])=O.[Na+].[Na+]. (5) The reactants are: [Cl:1][C:2]1[CH:3]=[C:4]([CH:6]=[CH:7][C:8]=1[O:9][C:10]1[C:19]2[C:14](=[CH:15][C:16]([O:22][CH3:23])=[C:17]([O:20][CH3:21])[CH:18]=2)[N:13]=[CH:12][N:11]=1)[NH2:5].C(N(CC)CC)C.ClC(Cl)(O[C:35](=[O:41])OC(Cl)(Cl)Cl)Cl.[NH2:43][C:44]1[S:45][CH:46]=[C:47]([CH3:49])[N:48]=1. Given the product [Cl:1][C:2]1[CH:3]=[C:4]([NH:5][C:35]([NH:43][C:44]2[S:45][CH:46]=[C:47]([CH3:49])[N:48]=2)=[O:41])[CH:6]=[CH:7][C:8]=1[O:9][C:10]1[C:19]2[C:14](=[CH:15][C:16]([O:22][CH3:23])=[C:17]([O:20][CH3:21])[CH:18]=2)[N:13]=[CH:12][N:11]=1, predict the reactants needed to synthesize it. (6) Given the product [C:32]([NH:29][C:30]([NH:18][C@H:17]([C:16]([NH:15][C@H:12]1[C@H:10]2[C@H:9]([CH2:8][N:7]([CH2:6][C:5]3[CH:24]=[CH:25][CH:26]=[C:3]([C:2]([F:27])([F:1])[F:28])[CH:4]=3)[CH2:11]2)[CH2:14][CH2:13]1)=[O:23])[CH2:19][CH:20]([CH3:21])[CH3:22])=[O:31])([CH3:35])([CH3:34])[CH3:33], predict the reactants needed to synthesize it. The reactants are: [F:1][C:2]([F:28])([F:27])[C:3]1[CH:4]=[C:5]([CH:24]=[CH:25][CH:26]=1)[CH2:6][N:7]1[CH2:11][C@H:10]2[C@H:12]([NH:15][C:16](=[O:23])[C@H:17]([CH2:19][CH:20]([CH3:22])[CH3:21])[NH2:18])[CH2:13][CH2:14][C@H:9]2[CH2:8]1.[N:29]([C:32]([CH3:35])([CH3:34])[CH3:33])=[C:30]=[O:31]. (7) Given the product [ClH:32].[Br:5][C:6]1[CH:7]=[CH:8][C:11]([CH2:15][NH:4][CH:1]([CH3:3])[CH3:2])=[CH:12][C:13]=1[F:14], predict the reactants needed to synthesize it. The reactants are: [CH:1]([NH2:4])([CH3:3])[CH3:2].[Br:5][C:6]1[CH:7]=[C:8]([CH:11]=[CH:12][C:13]=1[F:14])C=O.[C:15](O[BH-](OC(=O)C)OC(=O)C)(=O)C.[Na+].[OH-].[Na+].C(Cl)(Cl)[Cl:32].